From a dataset of Reaction yield outcomes from USPTO patents with 853,638 reactions. Predict the reaction yield, written as a fraction of the theoretical maximum amount of product (1.0 means a 100% yield; for example, 0.34 means a 34% yield). (1) The reactants are [CH3:1][O:2][C:3](=[O:30])[CH:4]([C:9]1[CH:10]=[C:11]([C:16]2[CH:21]=[C:20]([C:22]([F:25])([F:24])[F:23])[CH:19]=[C:18]([C:26]([F:29])([F:28])[F:27])[CH:17]=2)[CH:12]=[C:13]([OH:15])[CH:14]=1)[CH2:5][CH:6]([CH3:8])[CH3:7].[F:31][C:32]([F:43])([F:42])[C:33]1[CH:34]=[C:35](B(O)O)[CH:36]=[CH:37][CH:38]=1. No catalyst specified. The product is [CH3:1][O:2][C:3](=[O:30])[CH:4]([C:9]1[CH:10]=[C:11]([C:16]2[CH:21]=[C:20]([C:22]([F:23])([F:25])[F:24])[CH:19]=[C:18]([C:26]([F:27])([F:28])[F:29])[CH:17]=2)[CH:12]=[C:13]([O:15][C:37]2[CH:36]=[CH:35][CH:34]=[C:33]([C:32]([F:43])([F:42])[F:31])[CH:38]=2)[CH:14]=1)[CH2:5][CH:6]([CH3:8])[CH3:7]. The yield is 0.600. (2) The reactants are C[O:2][CH2:3][CH2:4][NH:5][C:6]1[C:7]([C:11]2[N:15]([C:16]3[CH:21]=[CH:20][CH:19]=[C:18]([C:22]([F:25])([F:24])[F:23])[CH:17]=3)[C:14](=[O:26])[O:13][N:12]=2)=[N:8][O:9][N:10]=1.B(Br)(Br)Br.C(=O)(O)[O-].[Na+].C(OCC)(=O)C. The catalyst is ClCCl.O. The product is [OH:2][CH2:3][CH2:4][NH:5][C:6]1[C:7]([C:11]2[N:15]([C:16]3[CH:21]=[CH:20][CH:19]=[C:18]([C:22]([F:24])([F:23])[F:25])[CH:17]=3)[C:14](=[O:26])[O:13][N:12]=2)=[N:8][O:9][N:10]=1. The yield is 0.810. (3) The yield is 0.540. The reactants are Cl[C:2]1[CH:11]=[CH:10][N:9]=[C:8]2[C:3]=1[CH:4]=[CH:5][C:6]([CH2:12][CH2:13][CH3:14])=[N:7]2.[NH2:15][C:16]1[CH:21]=[C:20]([CH3:22])[CH:19]=[CH:18][C:17]=1[S:23][C:24]1[CH:29]=[CH:28][C:27]([NH:30][C:31](=[O:33])[CH3:32])=[CH:26][C:25]=1[F:34]. No catalyst specified. The product is [F:34][C:25]1[CH:26]=[C:27]([NH:30][C:31](=[O:33])[CH3:32])[CH:28]=[CH:29][C:24]=1[S:23][C:17]1[CH:18]=[CH:19][C:20]([CH3:22])=[CH:21][C:16]=1[NH:15][C:2]1[C:3]2[C:8](=[N:7][C:6]([CH2:12][CH2:13][CH3:14])=[CH:5][CH:4]=2)[N:9]=[CH:10][CH:11]=1. (4) The reactants are Cl[C:2]1[C:7](=[O:8])[NH:6][N:5]=[CH:4][C:3]=1[O:9][C:10]1[CH:18]=[CH:17][CH:16]=[CH:15][C:11]=1[C:12]([NH2:14])=[O:13].C([O-])=O.[NH4+]. The catalyst is C(O)C.[Pd]. The product is [O:8]=[C:7]1[NH:6][N:5]=[CH:4][C:3]([O:9][C:10]2[CH:18]=[CH:17][CH:16]=[CH:15][C:11]=2[C:12]([NH2:14])=[O:13])=[CH:2]1. The yield is 0.800. (5) The reactants are C(N(CC)CC)C.[CH2:8]([N:15]1[CH:19]=[C:18]([C:20]([CH3:23])([CH3:22])[CH3:21])[N:17]=[C:16]1[C@H:24]([NH2:35])[CH2:25][C:26]1[C:34]2[C:29](=[CH:30][CH:31]=[CH:32][CH:33]=2)[NH:28][CH:27]=1)[C:9]1[CH:14]=[CH:13][CH:12]=[CH:11][CH:10]=1.[CH2:36](Cl)[C:37]1[CH:42]=[CH:41][CH:40]=[CH:39][CH:38]=1. The catalyst is C(#N)C.C(OCC)(=O)C.O. The product is [CH2:36]([NH:35][C@@H:24]([C:16]1[N:15]([CH2:8][C:9]2[CH:14]=[CH:13][CH:12]=[CH:11][CH:10]=2)[CH:19]=[C:18]([C:20]([CH3:22])([CH3:23])[CH3:21])[N:17]=1)[CH2:25][C:26]1[C:34]2[C:29](=[CH:30][CH:31]=[CH:32][CH:33]=2)[NH:28][CH:27]=1)[C:37]1[CH:42]=[CH:41][CH:40]=[CH:39][CH:38]=1. The yield is 0.0500.